From a dataset of Reaction yield outcomes from USPTO patents with 853,638 reactions. Predict the reaction yield, written as a fraction of the theoretical maximum amount of product (1.0 means a 100% yield; for example, 0.34 means a 34% yield). The reactants are COC1C=CC(C(O[C:10]2[C:15]([NH:16][C:17](=[O:26])[C:18]3[CH:23]=[CH:22][C:21]([O:24]C)=[CH:20][CH:19]=3)=[CH:14][C:13]([O:27]C)=[CH:12][C:11]=2[Br:29])=O)=CC=1.O.C1(C)C=CC(S(O)(=O)=O)=CC=1.CC1C=CC(C)=CC=1. The catalyst is O. The product is [Br:29][C:11]1[C:10]2[O:26][C:17]([C:18]3[CH:23]=[CH:22][C:21]([OH:24])=[CH:20][CH:19]=3)=[N:16][C:15]=2[CH:14]=[C:13]([OH:27])[CH:12]=1. The yield is 0.820.